The task is: Predict which catalyst facilitates the given reaction.. This data is from Catalyst prediction with 721,799 reactions and 888 catalyst types from USPTO. Reactant: [NH2:1][CH2:2][CH2:3][C:4]1[C:12]2[C:7](=[CH:8][CH:9]=[CH:10][CH:11]=2)[NH:6][CH:5]=1.C(N(CC)CC)C.[C:20](OC(=O)C)(=[O:22])[CH3:21]. Product: [NH:6]1[C:7]2[C:12](=[CH:11][CH:10]=[CH:9][CH:8]=2)[C:4]([CH2:3][CH2:2][NH:1][C:20](=[O:22])[CH3:21])=[CH:5]1. The catalyst class is: 1.